This data is from Full USPTO retrosynthesis dataset with 1.9M reactions from patents (1976-2016). The task is: Predict the reactants needed to synthesize the given product. (1) Given the product [CH3:1][C:2]1[C:11]2[C:6](=[CH:7][C:8]([C:12](=[O:15])[CH:13]=[CH2:14])=[CH:9][CH:10]=2)[CH:5]=[CH:4][CH:3]=1, predict the reactants needed to synthesize it. The reactants are: [CH3:1][C:2]1[C:11]2[C:6](=[CH:7][CH:8]=[CH:9][CH:10]=2)[CH:5]=[CH:4][CH:3]=1.[C:12](Cl)(=[O:15])[CH:13]=[CH2:14].[Cl-].[Al+3].[Cl-].[Cl-]. (2) Given the product [CH3:1][N:2]1[C:8](=[O:9])[N:7]([CH3:10])[C:5](=[O:6])[C:4]2[N:11]([CH2:14][CH2:15][N:16]3[CH2:21][CH2:20][N:19]([C:22]4[C:27]([Cl:28])=[CH:26][CH:25]=[CH:24][CH:23]=4)[CH2:18][CH2:17]3)[CH:12]=[N:13][C:3]1=2.[C:31]([OH:43])(=[O:42])[CH2:32][C:33]([CH2:38][C:39]([OH:41])=[O:40])([C:35]([OH:37])=[O:36])[OH:34], predict the reactants needed to synthesize it. The reactants are: [CH3:1][N:2]1[C:8](=[O:9])[N:7]([CH3:10])[C:5](=[O:6])[C:4]2[N:11]([CH2:14][CH2:15][N:16]3[CH2:21][CH2:20][N:19]([C:22]4[C:27]([Cl:28])=[CH:26][CH:25]=[CH:24][CH:23]=4)[CH2:18][CH2:17]3)[CH:12]=[N:13][C:3]1=2.CO.[C:31]([OH:43])(=[O:42])[CH2:32][C:33]([CH2:38][C:39]([OH:41])=[O:40])([C:35]([OH:37])=[O:36])[OH:34]. (3) Given the product [O:5]=[C:4]([C:6]1[S:7][CH:8]=[C:9]([C:11]([F:12])([F:13])[F:14])[N:10]=1)[CH2:20][C:18]([O:17][CH2:16][CH3:15])=[O:19], predict the reactants needed to synthesize it. The reactants are: C(O[C:4]([C:6]1[S:7][CH:8]=[C:9]([C:11]([F:14])([F:13])[F:12])[N:10]=1)=[O:5])C.[CH3:15][CH2:16][O:17][C:18]([CH3:20])=[O:19].C(O[K])(C)(C)C. (4) Given the product [F:1][C:2]1[CH:7]=[C:6]([O:8][CH3:9])[CH:5]=[CH:4][C:3]=1[C:10](=[O:12])[CH2:11][S:16]([C:19]1[CH:25]=[CH:24][CH:22]=[CH:21][CH:20]=1)(=[O:17])=[O:15], predict the reactants needed to synthesize it. The reactants are: [F:1][C:2]1[CH:7]=[C:6]([O:8][CH3:9])[CH:5]=[CH:4][C:3]=1[C:10](=[O:12])[CH3:11].OI(C1C=CC=CC=1)[O:15][S:16]([C:19]1[CH:25]=[CH:24][C:22](C)=[CH:21][CH:20]=1)(=O)=[O:17].C1(S([O-])=O)C=CC=CC=1.[Na+].O. (5) Given the product [CH2:12]=[CH:17][CH2:16][N:15]1[C@@H:18]2[CH2:19][C:20]3[CH:21]=[CH:22][C:23]([OH:78])=[C:32]4[O:34][C@H:26]5[C:27]([CH2:39][CH2:40][C@:35]2([OH:37])[C@:30]5([C:31]=34)[CH2:13][CH2:14]1)=[O:29].[CH3:1][CH2:2][C:3]([N:5]([CH:12]1[CH2:13][CH2:14][N:15]([CH2:18][CH2:19][C:20]2[CH:25]=[CH:24][CH:23]=[CH:22][CH:21]=2)[CH2:16][CH2:17]1)[C:6]1[CH:7]=[CH:8][CH:9]=[CH:10][CH:11]=1)=[O:4], predict the reactants needed to synthesize it. The reactants are: [CH3:1][CH2:2][C:3]([N:5]([CH:12]1[CH2:17][CH2:16][N:15]([CH2:18][CH2:19][C:20]2[CH:21]=[CH:22][CH:23]=[CH:24][CH:25]=2)[CH2:14][CH2:13]1)[C:6]1[CH:7]=[CH:8][CH:9]=[CH:10][CH:11]=1)=[O:4].[CH2:26]([C:30](O)([C:35]([OH:37])=O)[CH2:31][C:32]([OH:34])=O)[C:27]([OH:29])=O.[C:39]([O-])(=O)[CH2:40]CCCCCCCCCCCCCCCC.[Mg+2].C([O-])(=[O:78])CCCCCCCCCCCCCCCCC.